From a dataset of Peptide-MHC class II binding affinity with 134,281 pairs from IEDB. Regression. Given a peptide amino acid sequence and an MHC pseudo amino acid sequence, predict their binding affinity value. This is MHC class II binding data. The peptide sequence is LVGPFNFRFMSKGGMRNVFDEVIPT. The MHC is HLA-DPA10103-DPB10301 with pseudo-sequence HLA-DPA10103-DPB10301. The binding affinity (normalized) is 0.476.